The task is: Regression. Given a peptide amino acid sequence and an MHC pseudo amino acid sequence, predict their binding affinity value. This is MHC class I binding data.. This data is from Peptide-MHC class I binding affinity with 185,985 pairs from IEDB/IMGT. The peptide sequence is GTGPEASLPY. The MHC is HLA-A26:01 with pseudo-sequence HLA-A26:01. The binding affinity (normalized) is 0.444.